Task: Regression. Given two drug SMILES strings and cell line genomic features, predict the synergy score measuring deviation from expected non-interaction effect.. Dataset: NCI-60 drug combinations with 297,098 pairs across 59 cell lines (1) Drug 1: CCC1=CC2CC(C3=C(CN(C2)C1)C4=CC=CC=C4N3)(C5=C(C=C6C(=C5)C78CCN9C7C(C=CC9)(C(C(C8N6C)(C(=O)OC)O)OC(=O)C)CC)OC)C(=O)OC.C(C(C(=O)O)O)(C(=O)O)O. Drug 2: CCCCCOC(=O)NC1=NC(=O)N(C=C1F)C2C(C(C(O2)C)O)O. Cell line: SR. Synergy scores: CSS=68.5, Synergy_ZIP=3.66, Synergy_Bliss=3.70, Synergy_Loewe=-7.04, Synergy_HSA=4.32. (2) Cell line: NCI-H460. Synergy scores: CSS=60.1, Synergy_ZIP=-2.96, Synergy_Bliss=-3.24, Synergy_Loewe=-1.55, Synergy_HSA=1.75. Drug 2: CN(CC1=CN=C2C(=N1)C(=NC(=N2)N)N)C3=CC=C(C=C3)C(=O)NC(CCC(=O)O)C(=O)O. Drug 1: CC1=C(N=C(N=C1N)C(CC(=O)N)NCC(C(=O)N)N)C(=O)NC(C(C2=CN=CN2)OC3C(C(C(C(O3)CO)O)O)OC4C(C(C(C(O4)CO)O)OC(=O)N)O)C(=O)NC(C)C(C(C)C(=O)NC(C(C)O)C(=O)NCCC5=NC(=CS5)C6=NC(=CS6)C(=O)NCCC[S+](C)C)O. (3) Drug 1: C1=CC(=CC=C1CCC2=CNC3=C2C(=O)NC(=N3)N)C(=O)NC(CCC(=O)O)C(=O)O. Drug 2: C1C(C(OC1N2C=C(C(=O)NC2=O)F)CO)O. Cell line: SF-295. Synergy scores: CSS=56.0, Synergy_ZIP=-1.80, Synergy_Bliss=-2.17, Synergy_Loewe=1.77, Synergy_HSA=6.32. (4) Drug 1: CNC(=O)C1=CC=CC=C1SC2=CC3=C(C=C2)C(=NN3)C=CC4=CC=CC=N4. Drug 2: C1=CC(=C2C(=C1NCCNCCO)C(=O)C3=C(C=CC(=C3C2=O)O)O)NCCNCCO. Cell line: SW-620. Synergy scores: CSS=47.7, Synergy_ZIP=8.80, Synergy_Bliss=5.20, Synergy_Loewe=-9.55, Synergy_HSA=4.82. (5) Drug 1: CC=C1C(=O)NC(C(=O)OC2CC(=O)NC(C(=O)NC(CSSCCC=C2)C(=O)N1)C(C)C)C(C)C. Drug 2: CC12CCC3C(C1CCC2O)C(CC4=C3C=CC(=C4)O)CCCCCCCCCS(=O)CCCC(C(F)(F)F)(F)F. Cell line: SF-539. Synergy scores: CSS=25.8, Synergy_ZIP=3.45, Synergy_Bliss=5.53, Synergy_Loewe=-24.2, Synergy_HSA=2.49. (6) Drug 1: CCC1=CC2CC(C3=C(CN(C2)C1)C4=CC=CC=C4N3)(C5=C(C=C6C(=C5)C78CCN9C7C(C=CC9)(C(C(C8N6C)(C(=O)OC)O)OC(=O)C)CC)OC)C(=O)OC.C(C(C(=O)O)O)(C(=O)O)O. Drug 2: C1CNP(=O)(OC1)N(CCCl)CCCl. Cell line: NCI-H522. Synergy scores: CSS=58.2, Synergy_ZIP=10.3, Synergy_Bliss=8.20, Synergy_Loewe=-56.1, Synergy_HSA=7.94. (7) Drug 1: C1=CC(=C2C(=C1NCCNCCO)C(=O)C3=C(C=CC(=C3C2=O)O)O)NCCNCCO. Drug 2: CC1=CC2C(CCC3(C2CCC3(C(=O)C)OC(=O)C)C)C4(C1=CC(=O)CC4)C. Cell line: HT29. Synergy scores: CSS=55.1, Synergy_ZIP=11.1, Synergy_Bliss=6.89, Synergy_Loewe=-29.1, Synergy_HSA=6.43. (8) Synergy scores: CSS=11.5, Synergy_ZIP=-0.571, Synergy_Bliss=3.47, Synergy_Loewe=-1.46, Synergy_HSA=0.622. Drug 1: C1CCC(CC1)NC(=O)N(CCCl)N=O. Drug 2: CC1CCC2CC(C(=CC=CC=CC(CC(C(=O)C(C(C(=CC(C(=O)CC(OC(=O)C3CCCCN3C(=O)C(=O)C1(O2)O)C(C)CC4CCC(C(C4)OC)O)C)C)O)OC)C)C)C)OC. Cell line: UACC-257. (9) Drug 1: CC1=C(C(CCC1)(C)C)C=CC(=CC=CC(=CC(=O)O)C)C. Drug 2: CC1=C(C(=O)C2=C(C1=O)N3CC4C(C3(C2COC(=O)N)OC)N4)N. Cell line: SK-MEL-5. Synergy scores: CSS=37.9, Synergy_ZIP=2.30, Synergy_Bliss=0.0145, Synergy_Loewe=-39.8, Synergy_HSA=-3.22.